Task: Predict the product of the given reaction.. Dataset: Forward reaction prediction with 1.9M reactions from USPTO patents (1976-2016) (1) Given the reactants [F:1][C:2]1[CH:3]=[CH:4][C:5]([O:26][CH:27]([CH3:29])[CH3:28])=[C:6]([N:8]2[CH2:13][CH2:12][N:11]([CH2:14][CH2:15][CH2:16][N:17]3[C:21](=[O:22])[C:20]([CH3:23])=[C:19]([CH3:24])[C:18]3=[O:25])[CH2:10][CH2:9]2)[CH:7]=1, predict the reaction product. The product is: [F:1][C:2]1[CH:3]=[CH:4][C:5]([O:26][CH:27]([CH3:29])[CH3:28])=[C:6]([N:8]2[CH2:9][CH2:10][N:11]([CH2:14][CH2:15][CH2:16][N:17]3[C:21](=[O:22])[CH:20]([CH3:23])[CH:19]([CH3:24])[C:18]3=[O:25])[CH2:12][CH2:13]2)[CH:7]=1. (2) Given the reactants [CH2:1]([C:3]1[N:13]([CH2:14][C:15]2[CH:20]=[CH:19][C:18](/[CH:21]=[CH:22]/[CH2:23]O)=[CH:17][CH:16]=2)[C:6]2=[N:7][C:8]([CH3:12])=[CH:9][C:10]([CH3:11])=[C:5]2[N:4]=1)[CH3:2].[CH:25]1([N:30]2[CH2:35][CH2:34][NH:33][CH2:32][CH2:31]2)[CH2:29][CH2:28][CH2:27][CH2:26]1, predict the reaction product. The product is: [CH:25]1([N:30]2[CH2:31][CH2:32][N:33]([CH2:23]/[CH:22]=[CH:21]/[C:18]3[CH:19]=[CH:20][C:15]([CH2:14][N:13]4[C:6]5=[N:7][C:8]([CH3:12])=[CH:9][C:10]([CH3:11])=[C:5]5[N:4]=[C:3]4[CH2:1][CH3:2])=[CH:16][CH:17]=3)[CH2:34][CH2:35]2)[CH2:26][CH2:27][CH2:28][CH2:29]1. (3) Given the reactants [C:1]1([CH2:7][N:8]2[CH2:13][CH2:12][N:11]([C:14]3[CH:22]=[CH:21][C:17]([C:18](O)=[O:19])=[CH:16][CH:15]=3)[CH2:10][CH2:9]2)[CH:6]=[CH:5][CH:4]=[CH:3][CH:2]=1.[O:23]1[CH2:28][CH2:27][CH2:26][CH2:25][CH:24]1[O:29][NH2:30].ON1C2C=CC=CC=2N=N1, predict the reaction product. The product is: [C:1]1([CH2:7][N:8]2[CH2:9][CH2:10][N:11]([C:14]3[CH:15]=[CH:16][C:17]([C:18]([NH:30][O:29][CH:24]4[CH2:25][CH2:26][CH2:27][CH2:28][O:23]4)=[O:19])=[CH:21][CH:22]=3)[CH2:12][CH2:13]2)[CH:2]=[CH:3][CH:4]=[CH:5][CH:6]=1. (4) Given the reactants [CH3:1][C@@H:2]1[NH:8][CH2:7][C:6]2[CH:9]=[CH:10][C:11]([C:13]([O:15][CH3:16])=[O:14])=[CH:12][C:5]=2[O:4][CH2:3]1.CCN(CC)CC.[CH3:24][O:25][C:26]1[CH:31]=[CH:30][C:29]([S:32](Cl)(=[O:34])=[O:33])=[CH:28][CH:27]=1, predict the reaction product. The product is: [CH3:24][O:25][C:26]1[CH:27]=[CH:28][C:29]([S:32]([N:8]2[CH2:7][C:6]3[CH:9]=[CH:10][C:11]([C:13]([O:15][CH3:16])=[O:14])=[CH:12][C:5]=3[O:4][CH2:3][C@@H:2]2[CH3:1])(=[O:34])=[O:33])=[CH:30][CH:31]=1. (5) Given the reactants [Cl:1][C:2]1[CH:3]([CH2:16][NH:17]C(=O)OC(C)(C)C)[O:4][B:5]2[C:14]3[C:13]=1[CH:12]=[CH:11][O:10][CH2:9][C:8]=3[CH:7]([CH3:15])[O:6]2, predict the reaction product. The product is: [ClH:1].[Cl:1][C:2]1[CH:3]([CH2:16][NH2:17])[O:4][B:5]2[C:14]3[C:13]=1[CH:12]=[CH:11][O:10][CH2:9][C:8]=3[CH:7]([CH3:15])[O:6]2. (6) The product is: [CH2:1]([O:8][C:9]1[CH:10]=[C:11]([Cl:30])[C:12]([CH2:13][C@@H:14]2[CH2:18][CH2:17][N:16]([N:19]3[CH2:20][CH2:21][CH:22]([O:25][Si:40]([CH:44]([CH3:46])[CH3:45])([CH:41]([CH3:43])[CH3:42])[CH:37]([CH3:39])[CH3:38])[CH2:23][CH2:24]3)[C:15]2=[O:26])=[C:27]([Cl:29])[CH:28]=1)[C:2]1[CH:7]=[CH:6][CH:5]=[CH:4][CH:3]=1. Given the reactants [CH2:1]([O:8][C:9]1[CH:28]=[C:27]([Cl:29])[C:12]([CH2:13][C@@H:14]2[CH2:18][CH2:17][N:16]([N:19]3[CH2:24][CH2:23][CH:22]([OH:25])[CH2:21][CH2:20]3)[C:15]2=[O:26])=[C:11]([Cl:30])[CH:10]=1)[C:2]1[CH:7]=[CH:6][CH:5]=[CH:4][CH:3]=1.N1C=CC=CC=1.[CH:37]([Si:40](OS(C(F)(F)F)(=O)=O)([CH:44]([CH3:46])[CH3:45])[CH:41]([CH3:43])[CH3:42])([CH3:39])[CH3:38], predict the reaction product. (7) Given the reactants O[CH2:2][C:3]1[CH:13]=[N:12][C:11]2[N:10]3[CH2:14][CH2:15][CH2:16][CH:9]3[CH2:8][C:7](=[O:17])[NH:6][C:5]=2[CH:4]=1.[N:18]1([C:24]2[CH:31]=[CH:30][C:27]([C:28]#[N:29])=[CH:26][CH:25]=2)[CH2:23][CH2:22][NH:21][CH2:20][CH2:19]1.[I-].C(C[P+](C)(C)C)#N.C(N(CC)C(C)C)(C)C, predict the reaction product. The product is: [O:17]=[C:7]1[NH:6][C:5]2[CH:4]=[C:3]([CH2:2][N:21]3[CH2:20][CH2:19][N:18]([C:24]4[CH:25]=[CH:26][C:27]([C:28]#[N:29])=[CH:30][CH:31]=4)[CH2:23][CH2:22]3)[CH:13]=[N:12][C:11]=2[N:10]2[CH2:14][CH2:15][CH2:16][CH:9]2[CH2:8]1. (8) Given the reactants Br[CH:2]([C:10]1[CH:11]=[C:12]([F:16])[CH:13]=[CH:14][CH:15]=1)[C:3]1[CH:4]=[C:5]([F:9])[CH:6]=[CH:7][CH:8]=1.Cl.[O:18]=[C:19]1[C:24]([C:25]([O:27][CH3:28])=[O:26])=[CH:23][CH:22]=[CH:21][NH:20]1.[H-].[Na+], predict the reaction product. The product is: [F:9][C:5]1[CH:4]=[C:3]([CH:2]([C:10]2[CH:15]=[CH:14][CH:13]=[C:12]([F:16])[CH:11]=2)[N:20]2[CH:21]=[CH:22][CH:23]=[C:24]([C:25]([O:27][CH3:28])=[O:26])[C:19]2=[O:18])[CH:8]=[CH:7][CH:6]=1.